From a dataset of Full USPTO retrosynthesis dataset with 1.9M reactions from patents (1976-2016). Predict the reactants needed to synthesize the given product. Given the product [CH3:24][O:25][C:26](=[O:45])[C:27]1[CH:28]=[C:29]([O:35][CH2:36][CH2:37][C:38]2[CH:43]=[CH:42][CH:41]=[C:40]([Cl:44])[CH:39]=2)[C:30]([O:33][CH3:34])=[CH:31][C:32]=1[N+:46]([O-:48])=[O:47], predict the reactants needed to synthesize it. The reactants are: OC1C=C(C=CC=1OC)C(OC)=O.ClC1C=C(CCO)C=CC=1.[CH3:24][O:25][C:26](=[O:45])[C:27]1[CH:32]=[CH:31][C:30]([O:33][CH3:34])=[C:29]([O:35][CH2:36][CH2:37][C:38]2[CH:43]=[CH:42][CH:41]=[C:40]([Cl:44])[CH:39]=2)[CH:28]=1.[N+:46]([O-])([OH:48])=[O:47].